Dataset: Forward reaction prediction with 1.9M reactions from USPTO patents (1976-2016). Task: Predict the product of the given reaction. (1) The product is: [N+:29]([C:20]1[CH:21]=[C:22]([S:25](=[O:27])(=[O:26])[NH2:28])[CH:23]=[CH:24][C:19]=1[NH:2][CH2:3][C@H:4]1[CH2:5][CH2:6][C@H:7]([NH:10][C:11](=[O:17])[O:12][C:13]([CH3:14])([CH3:16])[CH3:15])[CH2:8][CH2:9]1)([O-:31])=[O:30]. Given the reactants Cl.[NH2:2][CH2:3][C@H:4]1[CH2:9][CH2:8][C@H:7]([NH:10][C:11](=[O:17])[O:12][C:13]([CH3:16])([CH3:15])[CH3:14])[CH2:6][CH2:5]1.F[C:19]1[CH:24]=[CH:23][C:22]([S:25]([NH2:28])(=[O:27])=[O:26])=[CH:21][C:20]=1[N+:29]([O-:31])=[O:30].C(N(C(C)C)CC)(C)C, predict the reaction product. (2) Given the reactants [C:1]([NH:5][C:6]1[C:7](Cl)=[N:8][C:9]2[C:14]([N:15]=1)=[C:13]([C:16]1[NH:24][C:23]3[CH2:22][CH2:21][NH:20][C:19](=[O:25])[C:18]=3[CH:17]=1)[CH:12]=[CH:11][CH:10]=2)([CH3:4])([CH3:3])[CH3:2].Cl.[NH:28]1[CH2:31][CH:30]([OH:32])[CH2:29]1.C(N(C(C)C)C(C)C)C, predict the reaction product. The product is: [C:1]([NH:5][C:6]1[C:7]([N:28]2[CH2:31][CH:30]([OH:32])[CH2:29]2)=[N:8][C:9]2[C:14]([N:15]=1)=[C:13]([C:16]1[NH:24][C:23]3[CH2:22][CH2:21][NH:20][C:19](=[O:25])[C:18]=3[CH:17]=1)[CH:12]=[CH:11][CH:10]=2)([CH3:4])([CH3:3])[CH3:2]. (3) Given the reactants [C:1]([C:5]1[CH:25]=[CH:24][C:8]([CH2:9][N:10]([CH2:17][CH:18]([OH:23])[C:19]([F:22])([F:21])[F:20])C(=O)C(F)(F)F)=[CH:7][CH:6]=1)([CH3:4])([CH3:3])[CH3:2].[OH-].[Na+].Cl, predict the reaction product. The product is: [C:1]([C:5]1[CH:25]=[CH:24][C:8]([CH2:9][NH:10][CH2:17][CH:18]([OH:23])[C:19]([F:22])([F:20])[F:21])=[CH:7][CH:6]=1)([CH3:4])([CH3:2])[CH3:3]. (4) Given the reactants [Br:1][C:2]1[CH:9]=[C:8]([C:10]([F:13])([F:12])[F:11])[CH:7]=[C:6]([Cl:14])[C:3]=1[CH:4]=O.[Cl:15][C:16]1[CH:21]=[C:20]([Cl:22])[CH:19]=[CH:18][C:17]=1[C:23]1[CH:28]=[CH:27][C:26]([NH2:29])=[CH:25][CH:24]=1.[BH-](OC(C)=O)(OC(C)=O)OC(C)=O.[Na+].C([O-])([O-])=O.[K+].[K+], predict the reaction product. The product is: [Br:1][C:2]1[CH:9]=[C:8]([C:10]([F:13])([F:12])[F:11])[CH:7]=[C:6]([Cl:14])[C:3]=1[CH2:4][NH:29][C:26]1[CH:25]=[CH:24][C:23]([C:17]2[CH:18]=[CH:19][C:20]([Cl:22])=[CH:21][C:16]=2[Cl:15])=[CH:28][CH:27]=1. (5) Given the reactants [N:1]1[CH:6]=[C:5]([C:7]([C:9]2[CH:10]=[C:11]3[C:16](=[C:17]([C:19]([OH:21])=O)[CH:18]=2)[N:15]=[CH:14][CH:13]=[CH:12]3)=[O:8])[CH:4]=[N:3][CH:2]=1.[F:22][C:23]1[CH:24]=[CH:25][C:26]([NH2:29])=[N:27][CH:28]=1.P(Cl)(Cl)(Cl)=O, predict the reaction product. The product is: [F:22][C:23]1[CH:24]=[CH:25][C:26]([NH:29][C:19]([C:17]2[CH:18]=[C:9]([C:7]([C:5]3[CH:6]=[N:1][CH:2]=[N:3][CH:4]=3)=[O:8])[CH:10]=[C:11]3[C:16]=2[N:15]=[CH:14][CH:13]=[CH:12]3)=[O:21])=[N:27][CH:28]=1. (6) Given the reactants [Si:1]([O:8][CH2:9][C@H:10]1[N:15]([C:16]([O:18][C:19]([CH3:22])([CH3:21])[CH3:20])=[O:17])[CH2:14][C:13]([O:23][Si](C)(C)C)=[CH:12][CH:11]1[CH3:28])([C:4]([CH3:7])([CH3:6])[CH3:5])([CH3:3])[CH3:2], predict the reaction product. The product is: [Si:1]([O:8][CH2:9][C@@H:10]1[C:11]([CH3:28])=[CH:12][C:13](=[O:23])[CH2:14][N:15]1[C:16]([O:18][C:19]([CH3:22])([CH3:21])[CH3:20])=[O:17])([C:4]([CH3:7])([CH3:5])[CH3:6])([CH3:3])[CH3:2]. (7) Given the reactants [Br-].[O:2]1[CH2:6][CH2:5][O:4][CH:3]1[CH2:7][P+](C1C=CC=CC=1)(C1C=CC=CC=1)C1C=CC=CC=1.CC(C)([O-])C.[K+].[F:33][C:34]1[C:41]([F:42])=[CH:40][CH:39]=[CH:38][C:35]=1[CH:36]=O.O, predict the reaction product. The product is: [F:33][C:34]1[C:41]([F:42])=[CH:40][CH:39]=[CH:38][C:35]=1[CH2:36][CH2:7][CH:3]1[O:4][CH2:5][CH2:6][O:2]1.